Dataset: Reaction yield outcomes from USPTO patents with 853,638 reactions. Task: Predict the reaction yield, written as a fraction of the theoretical maximum amount of product (1.0 means a 100% yield; for example, 0.34 means a 34% yield). (1) The reactants are C(OC([N:8]1[CH2:11][C:10]([C:14]2[N:15]([CH3:40])[C:16]3[C:21]([N:22]=2)=[C:20]([N:23]2[CH2:28][CH2:27][O:26][CH2:25][CH2:24]2)[N:19]=[C:18]([N:29]2[C:33]4[CH:34]=[CH:35][CH:36]=[CH:37][C:32]=4[N:31]=[C:30]2[CH2:38][CH3:39])[N:17]=3)([O:12][CH3:13])[CH2:9]1)=O)(C)(C)C.C(O)(C(F)(F)F)=O. The catalyst is C(Cl)Cl. The product is [CH2:38]([C:30]1[N:29]([C:18]2[N:17]=[C:16]3[C:21]([N:22]=[C:14]([C:10]4([O:12][CH3:13])[CH2:11][NH:8][CH2:9]4)[N:15]3[CH3:40])=[C:20]([N:23]3[CH2:28][CH2:27][O:26][CH2:25][CH2:24]3)[N:19]=2)[C:33]2[CH:34]=[CH:35][CH:36]=[CH:37][C:32]=2[N:31]=1)[CH3:39]. The yield is 0.800. (2) No catalyst specified. The reactants are [CH3:1][S:2]([C:4]1[CH:9]=[CH:8][C:7]([C:10]2[C:14]3[CH:15]=[C:16]([C:19]4[O:23][C:22]([SH:24])=[N:21][N:20]=4)[CH:17]=[CH:18][C:13]=3[O:12][CH:11]=2)=[CH:6][CH:5]=1)=[O:3].[F:25][C:26]1[CH:27]=[C:28]([CH:31]=[CH:32][CH:33]=1)[CH2:29]Br. The product is [F:25][C:26]1[CH:27]=[C:28]([CH:31]=[CH:32][CH:33]=1)[CH2:29][S:24][C:22]1[O:23][C:19]([C:16]2[CH:17]=[CH:18][C:13]3[O:12][CH:11]=[C:10]([C:7]4[CH:6]=[CH:5][C:4]([S:2]([CH3:1])=[O:3])=[CH:9][CH:8]=4)[C:14]=3[CH:15]=2)=[N:20][N:21]=1. The yield is 0.870. (3) The reactants are [NH:1]1[CH2:4][CH:3]([C:5]2[N:13]3[C:8]([C:9]([NH2:14])=[N:10][CH:11]=[N:12]3)=[C:7]([C:15]3[CH:16]=[CH:17][C:18]4[C:22]([CH:23]=3)=[N:21][N:20]([CH2:24][C:25]3[CH:30]=[CH:29][CH:28]=[CH:27][CH:26]=3)[CH:19]=4)[CH:6]=2)[CH2:2]1.[CH3:31][N:32]([CH3:37])[CH2:33][C:34](O)=[O:35].CCN=C=NCCCN(C)C.Cl.C1C=CC2N(O)N=NC=2C=1.C(N(CC)C(C)C)(C)C. The catalyst is CN(C=O)C. The product is [CH2:24]([N:20]1[CH:19]=[C:18]2[C:22]([CH:23]=[C:15]([C:7]3[CH:6]=[C:5]([CH:3]4[CH2:4][N:1]([C:34](=[O:35])[CH2:33][N:32]([CH3:37])[CH3:31])[CH2:2]4)[N:13]4[C:8]=3[C:9]([NH2:14])=[N:10][CH:11]=[N:12]4)[CH:16]=[CH:17]2)=[N:21]1)[C:25]1[CH:26]=[CH:27][CH:28]=[CH:29][CH:30]=1. The yield is 0.210. (4) The reactants are Br[C:2]1[C:10]2[C:9]([NH2:11])=[N:8][CH:7]=[N:6][C:5]=2[N:4]([CH:12]2[CH2:15][N:14]([CH3:16])[CH2:13]2)[CH:3]=1.CC1(C)C(C)(C)OB([C:25]2[CH:26]=[C:27]3[C:31](=[CH:32][CH:33]=2)[N:30]([C:34](=[O:46])[CH2:35][C:36]2[CH:41]=[CH:40][CH:39]=[C:38]([C:42]([F:45])([F:44])[F:43])[CH:37]=2)[CH2:29][CH2:28]3)O1.O1CCOCC1.C([O-])(O)=O.[Na+]. The catalyst is O.C1C=CC([P]([Pd]([P](C2C=CC=CC=2)(C2C=CC=CC=2)C2C=CC=CC=2)([P](C2C=CC=CC=2)(C2C=CC=CC=2)C2C=CC=CC=2)[P](C2C=CC=CC=2)(C2C=CC=CC=2)C2C=CC=CC=2)(C2C=CC=CC=2)C2C=CC=CC=2)=CC=1. The product is [CH3:16][N:14]1[CH2:15][CH:12]([N:4]2[C:5]3[N:6]=[CH:7][N:8]=[C:9]([NH2:11])[C:10]=3[C:2]([C:25]3[CH:26]=[C:27]4[C:31](=[CH:32][CH:33]=3)[N:30]([C:34](=[O:46])[CH2:35][C:36]3[CH:41]=[CH:40][CH:39]=[C:38]([C:42]([F:45])([F:43])[F:44])[CH:37]=3)[CH2:29][CH2:28]4)=[CH:3]2)[CH2:13]1. The yield is 0.131. (5) The reactants are [F:1][C:2]([F:27])([F:26])[CH2:3][N:4]1[C:8]([C:9]2[N:10]=[C:11]3[C:17]4[CH:18]=[CH:19][C:20](C(O)=O)=[CH:21][C:16]=4[O:15][CH2:14][CH2:13][N:12]3[CH:25]=2)=[N:7][CH:6]=[N:5]1.C([N:30](CC)CC)C.C1C=CC(OP(OC2C=CC=CC=2)(N=[N+]=[N-])=O)=CC=1.O. The catalyst is CN(C=O)C.C(OCC)(=O)C.C([O-])(O)=O.[Na+]. The product is [F:26][C:2]([F:27])([F:1])[CH2:3][N:4]1[C:8]([C:9]2[N:10]=[C:11]3[C:17]4[CH:18]=[CH:19][C:20]([NH2:30])=[CH:21][C:16]=4[O:15][CH2:14][CH2:13][N:12]3[CH:25]=2)=[N:7][CH:6]=[N:5]1. The yield is 0.540.